From a dataset of Forward reaction prediction with 1.9M reactions from USPTO patents (1976-2016). Predict the product of the given reaction. Given the reactants [OH-].[Na+].[C:3]([NH:6][CH:7]([C:13]([O:15][CH2:16][CH3:17])=[O:14])[C:8]([O:10][CH2:11][CH3:12])=[O:9])(=[O:5])[CH3:4].Br.Br[CH2:20][C:21]1[CH:26]=[CH:25][N:24]=[CH:23][CH:22]=1, predict the reaction product. The product is: [C:3]([NH:6][C:7]([CH2:20][C:21]1[CH:26]=[CH:25][N:24]=[CH:23][CH:22]=1)([C:13]([O:15][CH2:16][CH3:17])=[O:14])[C:8]([O:10][CH2:11][CH3:12])=[O:9])(=[O:5])[CH3:4].